From a dataset of Forward reaction prediction with 1.9M reactions from USPTO patents (1976-2016). Predict the product of the given reaction. Given the reactants [Cl:1][C:2]1[C:3]([C:9]([OH:11])=O)=[N:4][CH:5]=[C:6]([Cl:8])[CH:7]=1.[NH:12]1[CH2:17][CH2:16][CH2:15][CH2:14][CH2:13]1.C(N(CC)CC)C, predict the reaction product. The product is: [Cl:1][C:2]1[C:3]([C:9]([N:12]2[CH2:17][CH2:16][CH2:15][CH2:14][CH2:13]2)=[O:11])=[N:4][CH:5]=[C:6]([Cl:8])[CH:7]=1.